This data is from Reaction yield outcomes from USPTO patents with 853,638 reactions. The task is: Predict the reaction yield, written as a fraction of the theoretical maximum amount of product (1.0 means a 100% yield; for example, 0.34 means a 34% yield). (1) The reactants are [CH3:1][C:2]1([CH3:11])[CH2:7][CH:6]([OH:8])[CH2:5][C:4]([CH3:10])([CH3:9])[NH:3]1.[OH:12]O.[Cl-].[Na+].CS(O)(=O)=O.[CH2:21]1[CH2:26][CH2:25][CH2:24][CH2:23][CH2:22]1. The catalyst is O.C(#N)C.C(=O)(O)[O-].[Na+].CS(O)(=O)=O. The product is [CH:21]1([O:12][N:3]2[C:4]([CH3:10])([CH3:9])[CH2:5][CH:6]([OH:8])[CH2:7][C:2]2([CH3:11])[CH3:1])[CH2:26][CH2:25][CH2:24][CH2:23][CH2:22]1. The yield is 0.740. (2) The reactants are [Cl-].O[NH3+:3].[C:4](=[O:7])([O-])[OH:5].[Na+].CS(C)=O.[F:13][C:14]1[CH:15]=[C:16]([C:46]2[C:47]([C:52]#[N:53])=[CH:48][CH:49]=[CH:50][CH:51]=2)[CH:17]=[CH:18][C:19]=1[CH2:20][C:21]1[C:22](=[O:45])[N:23]([C@H:33]2[CH2:38][CH2:37][C@H:36]([O:39][CH2:40][C:41]([OH:44])([CH3:43])[CH3:42])[CH2:35][CH2:34]2)[C:24]2[N:25]([N:30]=[CH:31][CH:32]=2)[C:26]=1[CH2:27][CH2:28][CH3:29]. The catalyst is C(OCC)(=O)C. The product is [F:13][C:14]1[CH:15]=[C:16]([C:46]2[CH:51]=[CH:50][CH:49]=[CH:48][C:47]=2[C:52]2[NH:3][C:4](=[O:7])[O:5][N:53]=2)[CH:17]=[CH:18][C:19]=1[CH2:20][C:21]1[C:22](=[O:45])[N:23]([C@H:33]2[CH2:38][CH2:37][C@H:36]([O:39][CH2:40][C:41]([OH:44])([CH3:42])[CH3:43])[CH2:35][CH2:34]2)[C:24]2[N:25]([N:30]=[CH:31][CH:32]=2)[C:26]=1[CH2:27][CH2:28][CH3:29]. The yield is 0.780.